This data is from Forward reaction prediction with 1.9M reactions from USPTO patents (1976-2016). The task is: Predict the product of the given reaction. (1) Given the reactants [CH3:1][C:2]([OH:7])([CH3:6])[CH2:3][CH2:4][OH:5].Cl[C:9]1[N:10]=[C:11]([OH:19])[C:12]2[CH:18]=[CH:17][N:16]=[CH:15][C:13]=2[N:14]=1, predict the reaction product. The product is: [OH:7][C:2]([CH3:6])([CH3:1])[CH2:3][CH2:4][O:5][C:9]1[N:10]=[C:11]([OH:19])[C:12]2[CH:18]=[CH:17][N:16]=[CH:15][C:13]=2[N:14]=1. (2) Given the reactants [F:1][CH:2]([F:15])[C:3]1[CH:8]=[CH:7][C:6]([C:9]2[O:13][CH:12]=[N:11][C:10]=2[CH3:14])=[CH:5][CH:4]=1.[Li+].C[Si]([N-][Si](C)(C)C)(C)C.[Cl:26]C(Cl)(Cl)C(Cl)(Cl)Cl, predict the reaction product. The product is: [Cl:26][C:12]1[O:13][C:9]([C:6]2[CH:5]=[CH:4][C:3]([CH:2]([F:1])[F:15])=[CH:8][CH:7]=2)=[C:10]([CH3:14])[N:11]=1. (3) Given the reactants [CH3:1][O:2]S([O-])(=O)=O.C[S+](C)C.[OH-].[Na+].[CH3:13][C:14]1[CH:15]=[C:16]([CH:19]=[CH:20][C:21]=1[CH3:22])[CH:17]=O.C(Cl)Cl, predict the reaction product. The product is: [CH3:13][C:14]1[CH:15]=[C:16]([CH:17]2[CH2:1][O:2]2)[CH:19]=[CH:20][C:21]=1[CH3:22]. (4) The product is: [CH:45]([OH:46])=[O:64].[C:1]([C:5]1[CH:9]=[C:8]([NH:10][C:11]([NH:13][C@@H:14]2[C:23]3[C:18](=[CH:19][CH:20]=[CH:21][CH:22]=3)[C@H:17]([O:24][C:25]3[CH:26]=[CH:27][C:28]4[N:29]([C:31]([N:34]5[C@H:39]([CH3:40])[CH2:38][CH2:37][CH2:36][C@@H:35]5[CH3:41])=[N:32][N:33]=4)[CH:30]=3)[CH2:16][CH2:15]2)=[O:12])[N:7]([C:42]2[CH:43]=[CH:44][CH:45]=[C:52]([CH2:51][N:58]3[CH2:59][CH2:60][N:55]([CH3:54])[CH2:56][CH2:57]3)[CH:53]=2)[N:6]=1)([CH3:3])([CH3:4])[CH3:2]. Given the reactants [C:1]([C:5]1[CH:9]=[C:8]([NH:10][C:11]([NH:13][C@@H:14]2[C:23]3[C:18](=[CH:19][CH:20]=[CH:21][CH:22]=3)[C@H:17]([O:24][C:25]3[CH:26]=[CH:27][C:28]4[N:29]([C:31]([N:34]5[C@H:39]([CH3:40])[CH2:38][CH2:37][CH2:36][C@@H:35]5[CH3:41])=[N:32][N:33]=4)[CH:30]=3)[CH2:16][CH2:15]2)=[O:12])[N:7]([C:42]2[CH:43]=[C:44]([CH:51]=[CH:52][CH:53]=2)[CH2:45][O:46]S(C)(=O)=O)[N:6]=1)([CH3:4])([CH3:3])[CH3:2].[CH3:54][N:55]1[CH2:60][CH2:59][NH:58][CH2:57][CH2:56]1.C1C[O:64]CC1, predict the reaction product. (5) Given the reactants Cl.Cl.[CH2:3]([O:5][C:6](=[O:12])[CH2:7][NH:8][CH2:9][CH2:10][NH2:11])[CH3:4].C(N(CC)CC)C.[S:20]1[C:24]2[CH:25]=[CH:26][CH:27]=[CH:28][C:23]=2[N:22]=[C:21]1[S:29](Cl)(=[O:31])=[O:30], predict the reaction product. The product is: [CH2:3]([O:5][C:6](=[O:12])[CH2:7][NH:8][CH2:9][CH2:10][NH:11][S:29]([C:21]1[S:20][C:24]2[CH:25]=[CH:26][CH:27]=[CH:28][C:23]=2[N:22]=1)(=[O:30])=[O:31])[CH3:4]. (6) Given the reactants [CH3:1][N:2]([CH3:19])[C:3]([C@H:5]1[C@@H:10]([CH3:11])[CH2:9][CH2:8][N:7](C(OC(C)(C)C)=O)[CH2:6]1)=[O:4].[ClH:20], predict the reaction product. The product is: [ClH:20].[CH3:1][N:2]([CH3:19])[C:3]([C@H:5]1[C@@H:10]([CH3:11])[CH2:9][CH2:8][NH:7][CH2:6]1)=[O:4]. (7) Given the reactants [CH3:1][C:2]1[C:3]([C:11]([O:13][CH3:14])=[O:12])=[CH:4][S:5][C:6]=1[C:7](=O)[CH2:8][CH3:9].O=[C:16]1[CH2:21][CH2:20][N:19]([C:22]([O:24][C:25]([CH3:28])([CH3:27])[CH3:26])=[O:23])[CH2:18][CH2:17]1.N1C=CC=CC=1.CC(OC(OC(OC(C)(C)C)=O)=O)(C)C, predict the reaction product. The product is: [CH3:14][O:13][C:11]([C:3]1[C:2]([CH3:1])=[C:6]([C:7](=[C:16]2[CH2:21][CH2:20][N:19]([C:22]([O:24][C:25]([CH3:28])([CH3:27])[CH3:26])=[O:23])[CH2:18][CH2:17]2)[CH2:8][CH3:9])[S:5][CH:4]=1)=[O:12]. (8) Given the reactants [Br:1][C:2]1[CH:11]=[CH:10][C:9]2[C:4](=[CH:5][CH:6]=[C:7](Br)[CH:8]=2)[CH:3]=1.C([Li])CCC.[B:18](OC)([O:21]C)[O:19]C.Cl, predict the reaction product. The product is: [Br:1][C:2]1[CH:3]=[C:4]2[C:9](=[CH:10][CH:11]=1)[CH:8]=[C:7]([B:18]([OH:21])[OH:19])[CH:6]=[CH:5]2. (9) Given the reactants Br[C:2]1[C:15]2[C:16]3=[C:17]4[C:12](=[CH:13][CH:14]=2)[C:11](Br)=[CH:10][C:9](Br)=[C:8]4[CH:7]=[CH:6][C:5]3=[C:4](Br)[CH:3]=1.C(C1C=CC=C([CH:30]([CH3:32])C)C=1)(C)C.[P:33]([O:40][CH2:41][CH3:42])([O:37]CC)[O:34][CH2:35][CH3:36], predict the reaction product. The product is: [CH2:35]([O:34][P:33]([C:2]1[C:15]2=[C:16]3[C:17]4[C:12]([CH:13]=[CH:14]2)=[C:11]([P:33]([O:40][CH2:41][CH3:42])(=[O:37])[O:34][CH2:35][CH3:36])[CH:10]=[C:9]([P:33]([O:34][CH2:35][CH3:36])(=[O:37])[O:40][CH2:41][CH3:42])[C:8]=4[CH:7]=[CH:6][C:5]3=[C:4]([P:33]([O:40][CH2:30][CH3:32])(=[O:37])[O:34][CH2:35][CH3:36])[CH:3]=1)(=[O:37])[O:40][CH2:41][CH3:42])[CH3:36]. (10) Given the reactants [CH3:1][Si:2]([CH3:10])([CH3:9])[O:3][C:4]([CH3:8])([C:6]#[CH:7])[CH3:5].[Li]CCCC.CON(C)[C:19]([C:21]1[CH:29]=[CH:28][C:24]2=[N:25][O:26][N:27]=[C:23]2[CH:22]=1)=[O:20], predict the reaction product. The product is: [N:25]1[O:26][N:27]=[C:23]2[CH:22]=[C:21]([C:19](=[O:20])[C:7]#[C:6][C:4]([CH3:8])([O:3][Si:2]([CH3:10])([CH3:9])[CH3:1])[CH3:5])[CH:29]=[CH:28][C:24]=12.